Dataset: Full USPTO retrosynthesis dataset with 1.9M reactions from patents (1976-2016). Task: Predict the reactants needed to synthesize the given product. (1) The reactants are: [CH2:1]([N:3]1[C:11]2[C:6](=[CH:7][C:8]([N+:12]([O-])=O)=[CH:9][CH:10]=2)[C:5](=[O:15])[NH:4]1)[CH3:2].[CH3:16][C:17]1[N:18]=[C:19]([C:25]2[CH:30]=[CH:29][CH:28]=[CH:27][N:26]=2)[S:20][C:21]=1[C:22](O)=[O:23].C(N1C2C(=CC(NC(C3C(C)=NN(C4C=CC=CC=4)N=3)=O)=CC=2)C(=O)N1)C.C1COCC1. Given the product [CH2:1]([N:3]1[C:11]2[C:6](=[CH:7][C:8]([NH:12][C:22]([C:21]3[S:20][C:19]([C:25]4[CH:30]=[CH:29][CH:28]=[CH:27][N:26]=4)=[N:18][C:17]=3[CH3:16])=[O:23])=[CH:9][CH:10]=2)[C:5](=[O:15])[NH:4]1)[CH3:2], predict the reactants needed to synthesize it. (2) Given the product [CH3:12][O:13][C:14]1[C:19]([C:20]2[O:1][N:2]=[C:3]([C:5]3[C:10]([CH3:11])=[CH:9][CH:8]=[CH:7][N:6]=3)[N:4]=2)=[C:18]([OH:23])[CH:17]=[CH:16][CH:15]=1, predict the reactants needed to synthesize it. The reactants are: [OH:1][NH:2][C:3]([C:5]1[C:10]([CH3:11])=[CH:9][CH:8]=[CH:7][N:6]=1)=[NH:4].[CH3:12][O:13][C:14]1[CH:15]=[CH:16][CH:17]=[C:18]([OH:23])[C:19]=1[C:20](O)=O. (3) Given the product [Br:1][C:2]1[CH:7]=[CH:6][C:5]2[N:8]=[CH:9][C:10]3[C:15]([CH3:16])=[CH:14][CH:13]=[CH:12][C:11]=3[O:17][C:4]=2[CH:3]=1, predict the reactants needed to synthesize it. The reactants are: [Br:1][C:2]1[CH:7]=[CH:6][C:5]([N:8]=[CH:9][C:10]2[C:15]([CH3:16])=[CH:14][CH:13]=[CH:12][C:11]=2[OH:17])=[C:4](F)[CH:3]=1.C([O-])([O-])=O.[K+].[K+].O. (4) Given the product [ClH:1].[C:15]1([CH:14]([C:21]2[CH:26]=[CH:25][CH:24]=[CH:23][CH:22]=2)[CH2:13][NH:12][C:10]2[C:9]3[C:4](=[CH:5][C:6]([F:27])=[CH:7][CH:8]=3)[N:3]=[C:2]([C:35]3[CH:34]=[CH:33][C:32]4[N:31]([CH:30]=[CH:29][N:28]=4)[CH:36]=3)[N:11]=2)[CH:20]=[CH:19][CH:18]=[CH:17][CH:16]=1, predict the reactants needed to synthesize it. The reactants are: [Cl:1][C:2]1[N:11]=[C:10]([NH:12][CH2:13][CH:14]([C:21]2[CH:26]=[CH:25][CH:24]=[CH:23][CH:22]=2)[C:15]2[CH:20]=[CH:19][CH:18]=[CH:17][CH:16]=2)[C:9]2[C:4](=[CH:5][C:6]([F:27])=[CH:7][CH:8]=2)[N:3]=1.[N:28]1[CH:29]=[CH:30][N:31]2[CH:36]=[C:35](B(O)O)[CH:34]=[CH:33][C:32]=12.N1C=CN2C=C(C3N=C(NCC(C4C=CC=CC=4)N4CCCCC4)C4C(=CC=CC=4)N=3)C=NC=12. (5) Given the product [C:9]([O:13][C:14]([N:16]1[CH2:21][CH2:20][N:19]([C:22]2[CH:27]=[N:26][CH:25]=[C:24]([O:33][CH2:1][C:2]3[S:3][CH:4]=[C:5]([CH3:7])[N:6]=3)[N:23]=2)[CH2:18][CH2:17]1)=[O:15])([CH3:12])([CH3:11])[CH3:10], predict the reactants needed to synthesize it. The reactants are: [CH3:1][C:2]1[S:3][CH:4]=[C:5]([CH2:7]O)[N:6]=1.[C:9]([O:13][C:14]([N:16]1[CH2:21][CH2:20][N:19]([C:22]2[CH:27]=[N:26][CH:25]=[C:24](Cl)[N:23]=2)[CH2:18][CH2:17]1)=[O:15])([CH3:12])([CH3:11])[CH3:10].[OH-].[K+].C1OCCOCCOCCOCCOCC[O:33]C1. (6) Given the product [NH2:8][C@@H:9]([C:46]([CH3:47])([CH3:49])[CH3:48])[C:10]([N:12]1[C@H:21]([C:22]([N:24]([CH2:35][C:36]2[CH:37]=[CH:38][C:39]([C:40]([O:42][CH3:43])=[O:41])=[CH:44][CH:45]=2)[C@@H:25]([C:27]2[CH:32]=[CH:31][CH:30]=[C:29]([O:33][CH3:34])[CH:28]=2)[CH3:26])=[O:23])[CH2:20][C:19]2[C:14](=[CH:15][CH:16]=[CH:17][CH:18]=2)[CH2:13]1)=[O:11].[C:50]([OH:56])([C:52]([F:55])([F:54])[F:53])=[O:51], predict the reactants needed to synthesize it. The reactants are: C(OC([NH:8][C@@H:9]([C:46]([CH3:49])([CH3:48])[CH3:47])[C:10]([N:12]1[C@H:21]([C:22]([N:24]([CH2:35][C:36]2[CH:45]=[CH:44][C:39]([C:40]([O:42][CH3:43])=[O:41])=[CH:38][CH:37]=2)[C@@H:25]([C:27]2[CH:32]=[CH:31][CH:30]=[C:29]([O:33][CH3:34])[CH:28]=2)[CH3:26])=[O:23])[CH2:20][C:19]2[C:14](=[CH:15][CH:16]=[CH:17][CH:18]=2)[CH2:13]1)=[O:11])=O)(C)(C)C.[C:50]([OH:56])([C:52]([F:55])([F:54])[F:53])=[O:51]. (7) Given the product [NH2:1][C:4]1[CH:13]=[CH:12][CH:11]=[C:10]2[C:5]=1[CH:6]=[CH:7][N:8]([CH2:15][C:16]1[CH:21]=[CH:20][CH:19]=[CH:18][N:17]=1)[C:9]2=[O:14], predict the reactants needed to synthesize it. The reactants are: [N+:1]([C:4]1[CH:13]=[CH:12][CH:11]=[C:10]2[C:5]=1[CH:6]=[CH:7][N:8]([CH2:15][C:16]1[CH:21]=[CH:20][CH:19]=[CH:18][N:17]=1)[C:9]2=[O:14])([O-])=O.CO. (8) Given the product [O:32]=[C:31]1[CH:25]([C:26]([O:28][CH2:29][CH3:30])=[O:27])[S:11][C:10]([NH:9][C:4]2[CH:5]=[CH:6][CH:7]=[CH:8][C:3]=2[C:2]([F:13])([F:1])[F:14])=[N:12]1, predict the reactants needed to synthesize it. The reactants are: [F:1][C:2]([F:14])([F:13])[C:3]1[CH:8]=[CH:7][CH:6]=[CH:5][C:4]=1[NH:9][C:10]([NH2:12])=[S:11].CCN(C(C)C)C(C)C.Br[CH:25]([C:31](OCC)=[O:32])[C:26]([O:28][CH2:29][CH3:30])=[O:27]. (9) Given the product [Cl:26][C:24]1[C:14]2[C:9](=[CH:10][CH:11]=[C:12]([O:17][CH3:18])[N:13]=2)[N:8]=[CH:7][C:6]=1[C:4]([NH2:23])=[O:3], predict the reactants needed to synthesize it. The reactants are: C([O:3][C:4]([C:6]1[CH:7]=[N:8][C:9]2[C:14](C=1Br)=[N:13][C:12]([O:17][CH3:18])=[CH:11][CH:10]=2)=O)C.S(Cl)(Cl)=O.[NH3:23].[CH2:24]([Cl:26])Cl.